Dataset: Forward reaction prediction with 1.9M reactions from USPTO patents (1976-2016). Task: Predict the product of the given reaction. (1) Given the reactants C([N:4]1[C:14]2[C:9](=[CH:10][N:11]=[CH:12][CH:13]=2)[C:7](=[O:8])[C:5]1=[O:6])C=C, predict the reaction product. The product is: [NH:4]1[C:14]2[C:9](=[CH:10][N:11]=[CH:12][CH:13]=2)[C:7](=[O:8])[C:5]1=[O:6]. (2) Given the reactants FC1C=CC=C(F)C=1C(Cl)=O.[F:12][C:13]1[CH:18]=[CH:17][CH:16]=[C:15]([F:19])[C:14]=1[C:20]([N:22]=[C:23]=[S:24])=[O:21].[Cl:25][C:26]1[CH:27]=[C:28]([CH:30]=[CH:31][C:32]=1[O:33][C:34]1[C:43]2[C:38](=[CH:39][C:40]([O:46][CH3:47])=[C:41]([O:44][CH3:45])[CH:42]=2)[N:37]=[CH:36][CH:35]=1)[NH2:29].C1(C)C=CC=CC=1, predict the reaction product. The product is: [F:12][C:13]1[CH:18]=[CH:17][CH:16]=[C:15]([F:19])[C:14]=1[C:20]([N:22]=[C:23]=[S:24])=[O:21].[Cl:25][C:26]1[CH:27]=[C:28]([NH:29][C:23]([NH:22][C:20](=[O:21])[C:14]2[C:13]([F:12])=[CH:18][CH:17]=[CH:16][C:15]=2[F:19])=[S:24])[CH:30]=[CH:31][C:32]=1[O:33][C:34]1[C:43]2[C:38](=[CH:39][C:40]([O:46][CH3:47])=[C:41]([O:44][CH3:45])[CH:42]=2)[N:37]=[CH:36][CH:35]=1. (3) Given the reactants [CH3:1][NH:2]N.[F:4][C:5]1[CH:6]=[C:7]([C:11](=[NH:14])OC)[CH:8]=[CH:9][CH:10]=1.[CH2:15]([O:17][CH:18]([O:23][CH2:24][CH3:25])[C:19](=[NH:22])OC)[CH3:16].C(O)(=O)C, predict the reaction product. The product is: [CH2:15]([O:17][CH:18]([O:23][CH2:24][CH3:25])[C:19]1[N:2]([CH3:1])[N:14]=[C:11]([C:7]2[CH:8]=[CH:9][CH:10]=[C:5]([F:4])[CH:6]=2)[N:22]=1)[CH3:16].